From a dataset of Forward reaction prediction with 1.9M reactions from USPTO patents (1976-2016). Predict the product of the given reaction. (1) Given the reactants [F:1][C:2]1[CH:3]=[C:4]([S:23]([NH2:26])(=[O:25])=[O:24])[CH:5]=[CH:6][C:7]=1[N:8]1[C:12]([CH2:13][C:14]2[CH:19]=[CH:18][CH:17]=[C:16]([CH3:20])[CH:15]=2)=[CH:11][C:10]([CH2:21][OH:22])=[N:9]1.C1COCC1.CC(C)=O, predict the reaction product. The product is: [F:1][C:2]1[CH:3]=[C:4]([S:23]([NH2:26])(=[O:24])=[O:25])[CH:5]=[CH:6][C:7]=1[N:8]1[C:12]([CH2:13][C:14]2[CH:19]=[CH:18][CH:17]=[C:16]([CH3:20])[CH:15]=2)=[CH:11][C:10]([CH:21]=[O:22])=[N:9]1. (2) Given the reactants [C:1]([C:3]1[C:4]([CH:19]([C:23]2[CH:28]=[CH:27][C:26]([Cl:29])=[C:25]([Cl:30])[CH:24]=2)[CH2:20][CH:21]=C)=[C:5]([C:14]([O:16][CH2:17][CH3:18])=[O:15])[S:6][C:7]=1[N:8]1[CH2:13][CH2:12][O:11][CH2:10][CH2:9]1)#[N:2].I([O-])(=O)(=O)=[O:32].[Na+].N1C(C)=CC=CC=1C, predict the reaction product. The product is: [C:1]([C:3]1[C:4]([CH:19]([C:23]2[CH:28]=[CH:27][C:26]([Cl:29])=[C:25]([Cl:30])[CH:24]=2)[CH2:20][CH:21]=[O:32])=[C:5]([C:14]([O:16][CH2:17][CH3:18])=[O:15])[S:6][C:7]=1[N:8]1[CH2:13][CH2:12][O:11][CH2:10][CH2:9]1)#[N:2]. (3) Given the reactants [OH:1][C:2]1[CH:6]=[C:5]([N:7]2[C:15]3[CH:14]=[CH:13][N:12]=[CH:11][C:10]=3[N:9]=[CH:8]2)[S:4][C:3]=1[C:16]([O:18][CH3:19])=[O:17].[OH:20][C:21]1[CH:25]=[C:24]([N:26]2[C:30]3[CH:31]=[N:32][CH:33]=[CH:34][C:29]=3[N:28]=[CH:27]2)[S:23][C:22]=1[C:35]([O:37][CH3:38])=[O:36].C([O-])([O-])=O.[K+].[K+].[Cl:45][C:46]1[CH:51]=[CH:50][CH:49]=[CH:48][C:47]=1[CH:52](Cl)[CH3:53], predict the reaction product. The product is: [Cl:45][C:46]1[CH:51]=[CH:50][CH:49]=[CH:48][C:47]=1[CH:52]([O:1][C:2]1[CH:6]=[C:5]([N:7]2[C:15]3[CH:14]=[CH:13][N:12]=[CH:11][C:10]=3[N:9]=[CH:8]2)[S:4][C:3]=1[C:16]([O:18][CH3:19])=[O:17])[CH3:53].[Cl:45][C:46]1[CH:51]=[CH:50][CH:49]=[CH:48][C:47]=1[CH:52]([O:20][C:21]1[CH:25]=[C:24]([N:26]2[C:30]3[CH:31]=[N:32][CH:33]=[CH:34][C:29]=3[N:28]=[CH:27]2)[S:23][C:22]=1[C:35]([O:37][CH3:38])=[O:36])[CH3:53]. (4) Given the reactants [CH2:1]([C:3]1[C:7]([CH:8]2[CH2:13][CH2:12][N:11]([C:14]([O:16][C:17]([CH3:20])([CH3:19])[CH3:18])=[O:15])[CH2:10][CH2:9]2)=[CH:6][NH:5][N:4]=1)[CH3:2].[H-].[Na+].[CH2:23]([S:25][C:26]1[CH:33]=[CH:32][C:29]([CH2:30]Cl)=[CH:28][CH:27]=1)C, predict the reaction product. The product is: [CH2:1]([C:3]1[C:7]([CH:8]2[CH2:13][CH2:12][N:11]([C:14]([O:16][C:17]([CH3:19])([CH3:18])[CH3:20])=[O:15])[CH2:10][CH2:9]2)=[CH:6][N:5]([CH2:30][C:29]2[CH:32]=[CH:33][C:26]([S:25][CH3:23])=[CH:27][CH:28]=2)[N:4]=1)[CH3:2].